This data is from Peptide-MHC class I binding affinity with 185,985 pairs from IEDB/IMGT. The task is: Regression. Given a peptide amino acid sequence and an MHC pseudo amino acid sequence, predict their binding affinity value. This is MHC class I binding data. (1) The peptide sequence is IAIFNFFAM. The MHC is H-2-Kb with pseudo-sequence H-2-Kb. The binding affinity (normalized) is 0.537. (2) The peptide sequence is IASSMKGENV. The MHC is HLA-A02:01 with pseudo-sequence HLA-A02:01. The binding affinity (normalized) is 0.391. (3) The peptide sequence is AQLMPSPPM. The MHC is H-2-Db with pseudo-sequence H-2-Db. The binding affinity (normalized) is 0.205. (4) The peptide sequence is QFLSFASLF. The MHC is HLA-B46:01 with pseudo-sequence HLA-B46:01. The binding affinity (normalized) is 0.0847. (5) The peptide sequence is MTLMKGASRR. The MHC is HLA-A33:01 with pseudo-sequence HLA-A33:01. The binding affinity (normalized) is 0.609. (6) The peptide sequence is ITWQVPFSV. The MHC is HLA-A02:01 with pseudo-sequence HLA-A02:01. The binding affinity (normalized) is 0.673. (7) The peptide sequence is MFWKLPPWL. The MHC is HLA-B46:01 with pseudo-sequence HLA-B46:01. The binding affinity (normalized) is 0.0847.